Dataset: Reaction yield outcomes from USPTO patents with 853,638 reactions. Task: Predict the reaction yield, written as a fraction of the theoretical maximum amount of product (1.0 means a 100% yield; for example, 0.34 means a 34% yield). (1) The reactants are CC(C)([O-])C.[Na+].[C:7]1([NH:13][C:14]2[CH:19]=[CH:18][CH:17]=[C:16]([C:20]3[N:21]([C:25]4[CH:30]=[CH:29][CH:28]=[CH:27][CH:26]=4)[CH:22]=[CH:23][N:24]=3)[CH:15]=2)[CH:12]=[CH:11][CH:10]=[CH:9][CH:8]=1.Br[C:32]1[CH:33]=[C:34]([C:38]2[N:39]([C:43]3[CH:48]=[CH:47][CH:46]=[CH:45][CH:44]=3)[CH:40]=[CH:41][N:42]=2)[CH:35]=[CH:36][CH:37]=1.C1(P(C2CCCCC2)C2C=CC=CC=2C2C(OC)=CC=CC=2OC)CCCCC1. The catalyst is C1(C)C=CC=CC=1. The product is [C:7]1([N:13]([C:36]2[CH:37]=[CH:32][CH:33]=[C:34]([C:38]3[N:39]([C:43]4[CH:48]=[CH:47][CH:46]=[CH:45][CH:44]=4)[CH:40]=[CH:41][N:42]=3)[CH:35]=2)[C:14]2[CH:19]=[CH:18][CH:17]=[C:16]([C:20]3[N:21]([C:25]4[CH:26]=[CH:27][CH:28]=[CH:29][CH:30]=4)[CH:22]=[CH:23][N:24]=3)[CH:15]=2)[CH:8]=[CH:9][CH:10]=[CH:11][CH:12]=1. The yield is 0.362. (2) The reactants are [Sn](Cl)(Cl)(Cl)Cl.[F:6][C:7]1[CH:12]=[CH:11][C:10]([NH:13][NH2:14])=[CH:9][C:8]=1[C:15]#[N:16].[F:17][C:18]([F:26])([F:25])[C:19](=O)[CH2:20][C:21](=O)[CH3:22]. The catalyst is C(O)C. The product is [F:6][C:7]1[CH:12]=[CH:11][C:10]([N:13]2[C:21]([CH3:22])=[CH:20][C:19]([C:18]([F:26])([F:25])[F:17])=[N:14]2)=[CH:9][C:8]=1[C:15]#[N:16]. The yield is 0.560. (3) The reactants are O=C1CCC(=O)N1[O:8][C:9](=[O:18])[CH2:10][CH2:11][CH2:12][CH2:13][CH2:14][N:15]=[N+:16]=[N-:17].BrCCCCCC(O)=O.[N-]=[N+]=[N-].[Na+]. The catalyst is CN(C=O)C.ClCCl. The product is [N:15]([CH2:14][CH2:13][CH2:12][CH2:11][CH2:10][C:9]([OH:18])=[O:8])=[N+:16]=[N-:17]. The yield is 0.800. (4) The reactants are [F:1][C:2]1[CH:10]=[C:9]([N+:11]([O-:13])=[O:12])[CH:8]=[CH:7][C:3]=1[C:4](O)=[O:5].Cl.[CH3:15][NH:16][CH3:17].C1C=CC2N(O)N=NC=2C=1.CCN=C=NCCCN(C)C.Cl. The catalyst is CN(C=O)C. The product is [F:1][C:2]1[CH:10]=[C:9]([N+:11]([O-:13])=[O:12])[CH:8]=[CH:7][C:3]=1[C:4]([N:16]([CH3:17])[CH3:15])=[O:5]. The yield is 0.810. (5) The reactants are [N+:1]([C:4]1[CH:9]=[C:8]([N+:10]([O-:12])=[O:11])[CH:7]=[CH:6][C:5]=1[CH2:13][CH2:14][OH:15])([O-:3])=[O:2].[F:16][C:17]([F:46])([C:42]([F:45])([F:44])[F:43])[CH2:18][CH2:19][CH2:20][O:21][C:22]1[CH:41]=[CH:40][C:25]([C:26]([O:28][C:29]2[CH:34]=[CH:33][C:32](/[CH:35]=[CH:36]/[C:37](O)=[O:38])=[CH:31][CH:30]=2)=[O:27])=[CH:24][CH:23]=1.Cl.CN(C)CCCN=C=NCC.CCCCCC. The catalyst is CN(C)C1C=CN=CC=1.ClCCl. The product is [F:16][C:17]([F:46])([C:42]([F:43])([F:44])[F:45])[CH2:18][CH2:19][CH2:20][O:21][C:22]1[CH:41]=[CH:40][C:25]([C:26]([O:28][C:29]2[CH:34]=[CH:33][C:32](/[CH:35]=[CH:36]/[C:37]([O:15][CH2:14][CH2:13][C:5]3[CH:6]=[CH:7][C:8]([N+:10]([O-:12])=[O:11])=[CH:9][C:4]=3[N+:1]([O-:3])=[O:2])=[O:38])=[CH:31][CH:30]=2)=[O:27])=[CH:24][CH:23]=1. The yield is 0.710. (6) The reactants are [F:1][C:2]([F:9])([F:8])[C:3]([O:5]CC)=O.[C:10]([C:13]1[CH:23]=[CH:22][C:16]2[S:17][CH2:18][C:19](=[O:21])[NH:20][C:15]=2[CH:14]=1)(=[O:12])[CH3:11]. No catalyst specified. The product is [F:9][C:2]([F:1])([F:8])[C:3](=[O:5])[CH2:11][C:10]([C:13]1[CH:23]=[CH:22][C:16]2[S:17][CH2:18][C:19](=[O:21])[NH:20][C:15]=2[CH:14]=1)=[O:12]. The yield is 0.570. (7) The reactants are [Cl:1][C:2]1[N:6]2[CH:7]=[C:8]([C:15]3[CH:19]=[CH:18][O:17][CH:16]=3)[CH:9]=[C:10]([C:11]([F:14])([F:13])[F:12])[C:5]2=[N:4][C:3]=1[C:20]([OH:22])=O.[CH3:23][C:24]1([CH3:36])[O:28][C:27](=[O:29])[N:26]([CH:30]2[CH2:35][CH2:34][NH:33][CH2:32][CH2:31]2)[CH2:25]1.CCN(C(C)C)C(C)C.CN(C(ON1N=NC2C=CC=NC1=2)=[N+](C)C)C.F[P-](F)(F)(F)(F)F. The catalyst is CN(C=O)C. The product is [Cl:1][C:2]1[N:6]2[CH:7]=[C:8]([C:15]3[CH:19]=[CH:18][O:17][CH:16]=3)[CH:9]=[C:10]([C:11]([F:13])([F:12])[F:14])[C:5]2=[N:4][C:3]=1[C:20]([N:33]1[CH2:32][CH2:31][CH:30]([N:26]2[CH2:25][C:24]([CH3:23])([CH3:36])[O:28][C:27]2=[O:29])[CH2:35][CH2:34]1)=[O:22]. The yield is 0.820.